Dataset: hERG Central: cardiac toxicity at 1µM, 10µM, and general inhibition. Task: Predict hERG channel inhibition at various concentrations. (1) The drug is O=C(NCCc1cccc(C(F)(F)F)c1)C1CCC(=O)N(Cc2ccc(Cl)cc2)C1. Results: hERG_inhib (hERG inhibition (general)): blocker. (2) The drug is Cc1ccc(Cl)cc1NC(=S)N(CCCN1CCN(C)CC1)Cc1cccs1. Results: hERG_inhib (hERG inhibition (general)): blocker. (3) The molecule is CC(C)CN1C2CCCC1CC(NC(=O)c1ccc([N+](=O)[O-])cc1)C2. Results: hERG_inhib (hERG inhibition (general)): blocker. (4) The molecule is Brc1ccc(CN2CCN(Cc3c[nH]c4ccccc34)CC2)cc1.O=C(O)C(=O)O. Results: hERG_inhib (hERG inhibition (general)): blocker.